This data is from Full USPTO retrosynthesis dataset with 1.9M reactions from patents (1976-2016). The task is: Predict the reactants needed to synthesize the given product. (1) The reactants are: C([O:8][CH2:9][CH2:10][CH2:11][CH2:12][O:13][C:14]1[CH:19]=[C:18]([CH3:20])[C:17]([NH:21][C:22]([CH:24]2[C:29]([CH3:31])([CH3:30])[CH2:28][O:27]C(C3C=CC=CC=3)[O:25]2)=[O:23])=[C:16]([CH3:38])[CH:15]=1)C1C=CC=CC=1. Given the product [OH:25][CH:24]([C:29]([CH3:31])([CH3:30])[CH2:28][OH:27])[C:22]([NH:21][C:17]1[C:18]([CH3:20])=[CH:19][C:14]([O:13][CH2:12][CH2:11][CH2:10][CH2:9][OH:8])=[CH:15][C:16]=1[CH3:38])=[O:23], predict the reactants needed to synthesize it. (2) Given the product [Cl:1][C:2]1[CH:3]=[CH:4][C:5]([N:8]2[C:9](=[O:10])[CH:11]=[CH:12][C:13]2=[O:15])=[CH:6][CH:7]=1, predict the reactants needed to synthesize it. The reactants are: [Cl:1][C:2]1[CH:7]=[CH:6][C:5]([NH:8][C:9](/[CH:11]=[CH:12]\[C:13]([OH:15])=O)=[O:10])=[CH:4][CH:3]=1.C[Si](N[Si](C)(C)C)(C)C.Cl. (3) The reactants are: C[O:2][C:3](=[O:26])[C:4]1[CH:9]=[CH:8][C:7]([CH:10]2[CH2:14][CH2:13][N:12]([C:15]([C:17]3[NH:18][CH:19]=[CH:20][CH:21]=3)=[O:16])[CH2:11]2)=[C:6]([C:22]([F:25])([F:24])[F:23])[CH:5]=1.O.[OH-].[Li+]. Given the product [NH:18]1[CH:19]=[CH:20][CH:21]=[C:17]1[C:15]([N:12]1[CH2:13][CH2:14][CH:10]([C:7]2[CH:8]=[CH:9][C:4]([C:3]([OH:26])=[O:2])=[CH:5][C:6]=2[C:22]([F:25])([F:23])[F:24])[CH2:11]1)=[O:16], predict the reactants needed to synthesize it. (4) Given the product [I:31][CH2:20][CH2:21][C:6]1[CH:7]=[CH:8][C:3]([C:2]([F:11])([F:10])[F:1])=[CH:4][CH:5]=1, predict the reactants needed to synthesize it. The reactants are: [F:1][C:2]([F:11])([F:10])[C:3]1[CH:8]=[CH:7][C:6](O)=[CH:5][CH:4]=1.C(Cl)Cl.C(N([CH2:20][CH3:21])CC)C.CS(Cl)(=O)=O.CC(C)=O.[I-:31].[Na+]. (5) Given the product [CH:27]([O:26][C:24]([O:22][C:20]1[S:19][C:16]2[CH2:17][CH2:18][N:13]([C@@H:8]([C:3]3[CH:4]=[CH:5][CH:6]=[CH:7][C:2]=3[Cl:1])[C:9]([O:11][CH3:12])=[O:10])[CH2:14][C:15]=2[CH:21]=1)=[O:25])([CH3:29])[CH3:28], predict the reactants needed to synthesize it. The reactants are: [Cl:1][C:2]1[CH:7]=[CH:6][CH:5]=[CH:4][C:3]=1[C@H:8]([N:13]1[CH2:18][CH2:17][CH:16]2[S:19][C:20](=[O:22])[CH:21]=[C:15]2[CH2:14]1)[C:9]([O:11][CH3:12])=[O:10].Cl[C:24]([O:26][CH:27]([CH3:29])[CH3:28])=[O:25].C(OC(OC1SC2CCN([C@@H](C3C=CC=CC=3Cl)C(OC)=O)CC=2C=1)=O)C(C)C. (6) Given the product [CH2:26]([O:33][C:34]1[CH:39]=[CH:38][C:37]([C@@H:40]([OH:77])[CH2:41][NH:42][C:43]([CH3:75])([CH3:76])[CH2:44][C:45]2[CH:46]=[C:47]([CH:72]=[CH:73][CH:74]=2)[C:48]([NH:50][CH2:51][C:52]2[C:53]([NH:65][CH:66]3[CH2:67][CH2:68][O:69][CH2:70][CH2:71]3)=[C:54]3[CH:62]=[N:61][N:60]([CH2:63][CH3:64])[C:55]3=[N:56][C:57]=2[CH2:58][CH3:59])=[O:49])=[CH:36][C:35]=1[CH2:85][OH:86])[C:27]1[CH:28]=[CH:29][CH:30]=[CH:31][CH:32]=1, predict the reactants needed to synthesize it. The reactants are: N(C[C@@H](C1C=CC(OCC2C=CC=CC=2)=C2C=1C=CC(=O)N2)O)=[N+]=[N-].[CH2:26]([O:33][C:34]1[CH:39]=[CH:38][C:37]([C@@H:40]([O:77][Si](C(C)(C)C)(C)C)[CH2:41][NH:42][C:43]([CH3:76])([CH3:75])[CH2:44][C:45]2[CH:46]=[C:47]([CH:72]=[CH:73][CH:74]=2)[C:48]([NH:50][CH2:51][C:52]2[C:53]([NH:65][CH:66]3[CH2:71][CH2:70][O:69][CH2:68][CH2:67]3)=[C:54]3[CH:62]=[N:61][N:60]([CH2:63][CH3:64])[C:55]3=[N:56][C:57]=2[CH2:58][CH3:59])=[O:49])=[CH:36][C:35]=1[CH2:85][O:86][Si](C(C)(C)C)(C)C)[C:27]1[CH:32]=[CH:31][CH:30]=[CH:29][CH:28]=1. (7) The reactants are: C(Cl)CCl.[OH:5][C:6]1[C:7]2[CH:8]=[C:9]([CH:17]=[CH:18][C:19]([OH:21])=O)[CH:10]=[N:11][C:12]=2[NH:13][C:14](=[O:16])[CH:15]=1.[CH2:22]([O:25][C:26]1[C:34]([O:35][CH3:36])=[CH:33][CH:32]=[CH:31][C:27]=1[CH2:28][NH:29][CH3:30])[CH2:23][CH3:24].C1C=CC2N(O)N=NC=2C=1.CCN(C(C)C)C(C)C. Given the product [OH:5][C:6]1[C:7]2[CH:8]=[C:9]([CH:17]=[CH:18][C:19]([N:29]([CH2:28][C:27]3[CH:31]=[CH:32][CH:33]=[C:34]([O:35][CH3:36])[C:26]=3[O:25][CH2:22][CH2:23][CH3:24])[CH3:30])=[O:21])[CH:10]=[N:11][C:12]=2[NH:13][C:14](=[O:16])[CH:15]=1, predict the reactants needed to synthesize it. (8) Given the product [BrH:17].[NH:1]=[C:2]1[N:6]([CH2:16][CH2:15][O:14][CH3:13])[C:5]2[C:7](=[O:12])[O:8][C:9]([CH3:10])([CH3:11])[C:4]=2[S:3]1, predict the reactants needed to synthesize it. The reactants are: [NH2:1][C:2]1[S:3][C:4]2[C:9]([CH3:11])([CH3:10])[O:8][C:7](=[O:12])[C:5]=2[N:6]=1.[CH3:13][O:14][CH2:15][CH2:16][Br:17]. (9) Given the product [CH2:20]([O:22][C:23]([C:24]1[CH:28]=[C:29]([C:30]2[CH:35]=[CH:34][CH:33]=[CH:32][CH:31]=2)[N:11]([C:7]2[CH:8]=[CH:9][CH:10]=[C:5]([N:4]([CH3:12])[CH3:3])[CH:6]=2)[C:25]=1[CH3:26])=[O:37])[CH3:21], predict the reactants needed to synthesize it. The reactants are: Cl.Cl.[CH3:3][N:4]([CH3:12])[C:5]1[CH:10]=[CH:9][CH:8]=[C:7]([NH2:11])[CH:6]=1.C(N(CC)CC)C.[CH2:20]([O:22][C:23](=[O:37])[CH:24]([CH2:28][C:29](=O)[C:30]1[CH:35]=[CH:34][CH:33]=[CH:32][CH:31]=1)[C:25](=O)[CH3:26])[CH3:21].CC1C=CC(S(O)(=O)=O)=CC=1.